Task: Predict the reactants needed to synthesize the given product.. Dataset: Full USPTO retrosynthesis dataset with 1.9M reactions from patents (1976-2016) Given the product [CH3:1][NH:2][C@@H:3]([C:12]([NH:14][C@H:15]([C:20]([N:22]([C@@H:24]([CH:33]([CH3:35])[CH3:34])/[CH:25]=[C:26](/[C:27]([OH:29])=[O:28])\[CH3:32])[CH3:23])=[O:21])[C:16]([CH3:19])([CH3:18])[CH3:17])=[O:13])[C:4]([C:7]1[S:8][CH:9]=[CH:10][CH:11]=1)([CH3:5])[CH3:6], predict the reactants needed to synthesize it. The reactants are: [CH3:1][NH:2][C@@H:3]([C:12]([NH:14][C@H:15]([C:20]([N:22]([C@@H:24]([CH:33]([CH3:35])[CH3:34])/[CH:25]=[C:26](\[CH3:32])/[C:27]([O:29]CC)=[O:28])[CH3:23])=[O:21])[C:16]([CH3:19])([CH3:18])[CH3:17])=[O:13])[C:4]([C:7]1[S:8][CH:9]=[CH:10][CH:11]=1)([CH3:6])[CH3:5].[OH-].[Li+].